Dataset: NCI-60 drug combinations with 297,098 pairs across 59 cell lines. Task: Regression. Given two drug SMILES strings and cell line genomic features, predict the synergy score measuring deviation from expected non-interaction effect. (1) Drug 1: C1CC(=O)NC(=O)C1N2CC3=C(C2=O)C=CC=C3N. Drug 2: C1C(C(OC1N2C=NC3=C2NC=NCC3O)CO)O. Cell line: HL-60(TB). Synergy scores: CSS=7.01, Synergy_ZIP=-3.13, Synergy_Bliss=-2.25, Synergy_Loewe=-1.31, Synergy_HSA=-0.735. (2) Drug 1: CNC(=O)C1=CC=CC=C1SC2=CC3=C(C=C2)C(=NN3)C=CC4=CC=CC=N4. Drug 2: COC1=CC(=CC(=C1O)OC)C2C3C(COC3=O)C(C4=CC5=C(C=C24)OCO5)OC6C(C(C7C(O6)COC(O7)C8=CC=CS8)O)O. Cell line: SW-620. Synergy scores: CSS=28.4, Synergy_ZIP=-3.02, Synergy_Bliss=-3.76, Synergy_Loewe=-11.8, Synergy_HSA=-4.45. (3) Drug 1: C1=CN(C(=O)N=C1N)C2C(C(C(O2)CO)O)O.Cl. Drug 2: C1=CC=C(C(=C1)C(C2=CC=C(C=C2)Cl)C(Cl)Cl)Cl. Cell line: UACC62. Synergy scores: CSS=31.5, Synergy_ZIP=-9.08, Synergy_Bliss=0.584, Synergy_Loewe=-44.9, Synergy_HSA=1.03.